Task: Predict the product of the given reaction.. Dataset: Forward reaction prediction with 1.9M reactions from USPTO patents (1976-2016) Given the reactants [Cl:1][C:2]1[CH:7]=[CH:6][C:5]([OH:8])=[CH:4][C:3]=1[CH:9]([CH3:28])[C:10]([C:16]1[CH:17]=[CH:18][C:19]2[O:24][CH2:23][C:22](=[O:25])[N:21]([CH3:26])[C:20]=2[CH:27]=1)([OH:15])C(F)(F)F.[F:29][C:30]1[CH:31]=[C:32]([CH:35]=[CH:36][C:37]=1F)[C:33]#[N:34].C(=O)([O-])[O-].[Cs+].[Cs+].O, predict the reaction product. The product is: [Cl:1][C:2]1[CH:7]=[CH:6][C:5]([O:8][C:37]2[CH:36]=[CH:35][C:32]([C:33]#[N:34])=[CH:31][C:30]=2[F:29])=[CH:4][C:3]=1[CH:9]([CH3:28])[C:10]([C:16]1[CH:17]=[CH:18][C:19]2[O:24][CH2:23][C:22](=[O:25])[N:21]([CH3:26])[C:20]=2[CH:27]=1)=[O:15].